Dataset: Full USPTO retrosynthesis dataset with 1.9M reactions from patents (1976-2016). Task: Predict the reactants needed to synthesize the given product. The reactants are: [Br:1][C:2]1[N:7]=[C:6]([C:8]#[N:9])[C:5]([OH:10])=[CH:4][CH:3]=1.[CH2:11](Br)[C:12]1[CH:17]=[CH:16][CH:15]=[CH:14][CH:13]=1.C(=O)([O-])[O-].[K+].[K+].O. Given the product [CH2:11]([O:10][C:5]1[C:6]([C:8]#[N:9])=[N:7][C:2]([Br:1])=[CH:3][CH:4]=1)[C:12]1[CH:17]=[CH:16][CH:15]=[CH:14][CH:13]=1, predict the reactants needed to synthesize it.